Dataset: Acute oral toxicity (LD50) regression data from Zhu et al.. Task: Regression/Classification. Given a drug SMILES string, predict its toxicity properties. Task type varies by dataset: regression for continuous values (e.g., LD50, hERG inhibition percentage) or binary classification for toxic/non-toxic outcomes (e.g., AMES mutagenicity, cardiotoxicity, hepatotoxicity). Dataset: ld50_zhu. (1) The molecule is CCCCc1ccccc1O. The rat oral LD50 is 2.38, given as -log10 of the dose in mol/kg body weight (higher means more acutely toxic). (2) The drug is CCC1(O)CN2CCC1CC2C(O)c1ccnc2ccc(OC)cc12. The rat oral LD50 is 2.76, given as -log10 of the dose in mol/kg body weight (higher means more acutely toxic). (3) The rat oral LD50 is 1.67, given as -log10 of the dose in mol/kg body weight (higher means more acutely toxic). The compound is N#CC(=NOCC1OCCO1)c1ccccc1.